From a dataset of Reaction yield outcomes from USPTO patents with 853,638 reactions. Predict the reaction yield, written as a fraction of the theoretical maximum amount of product (1.0 means a 100% yield; for example, 0.34 means a 34% yield). (1) The reactants are [CH3:1][C:2]([O:5][C:6]([NH:8][C@@H:9]([CH2:19]O)[CH2:10][CH2:11][C:12]([O:14][C:15]([CH3:18])([CH3:17])[CH3:16])=[O:13])=[O:7])([CH3:4])[CH3:3].C1(P(C2C=CC=CC=2)C2C=CC=CC=2)C=CC=CC=1.N1C=CN=C1.[I:45]I. The product is [CH3:1][C:2]([O:5][C:6]([NH:8][C@@H:9]([CH2:19][I:45])[CH2:10][CH2:11][C:12]([O:14][C:15]([CH3:18])([CH3:17])[CH3:16])=[O:13])=[O:7])([CH3:4])[CH3:3]. The yield is 0.770. The catalyst is C(Cl)Cl. (2) The reactants are FC(F)(F)S(O[C:7]1[C:16]2[C:11](=[CH:12][CH:13]=[CH:14][CH:15]=2)[C:10]([CH:17]=[O:18])=[CH:9][CH:8]=1)(=O)=O.[C:21]1([As](C2C=CC=CC=2)C2C=CC=CC=2)C=CC=C[CH:22]=1.[Cl-].[Li+].C([Sn](CCCC)(CCCC)CCCC)CCC. The catalyst is C1C=CC(/C=C/C(/C=C/C2C=CC=CC=2)=O)=CC=1.C1C=CC(/C=C/C(/C=C/C2C=CC=CC=2)=O)=CC=1.C1C=CC(/C=C/C(/C=C/C2C=CC=CC=2)=O)=CC=1.[Pd].[Pd].CN(C)C=O. The product is [CH2:21]([C:8]1[CH:9]=[C:10]([CH:17]=[O:18])[C:11]2[C:16]([CH:7]=1)=[CH:15][CH:14]=[CH:13][CH:12]=2)[CH3:22]. The yield is 0.650. (3) The reactants are O[CH2:2][C:3]1[CH:12]=[N:11][C:10]2[N:9]3[CH2:13][CH2:14][CH2:15][C@H:8]3[C:7](=[O:16])[NH:6][C:5]=2[CH:4]=1.Cl.[Cl:18][C:19]1[CH:20]=[C:21]([CH:27]=[CH:28][C:29]=1[N:30]1[CH2:35][CH2:34][NH:33][CH2:32][CH2:31]1)[C:22]([NH:24][CH2:25][CH3:26])=[O:23].[I-].C(C[P+](C)(C)C)#N.C(N(CC)C(C)C)(C)C. The catalyst is C(#N)CC. The product is [Cl:18][C:19]1[CH:20]=[C:21]([CH:27]=[CH:28][C:29]=1[N:30]1[CH2:31][CH2:32][N:33]([CH2:2][C:3]2[CH:12]=[N:11][C:10]3[N:9]4[CH2:13][CH2:14][CH2:15][C@H:8]4[C:7](=[O:16])[NH:6][C:5]=3[CH:4]=2)[CH2:34][CH2:35]1)[C:22]([NH:24][CH2:25][CH3:26])=[O:23]. The yield is 0.353. (4) The catalyst is C(OCC)C.O1CCCC1.C(OCC)(=O)C. The product is [C:16]1([C:15]#[C:14][C:12]2[CH:13]=[C:8]([C:7](=[O:22])[CH3:1])[CH:9]=[N:10][CH:11]=2)[CH:21]=[CH:20][CH:19]=[CH:18][CH:17]=1. The yield is 0.840. The reactants are [CH3:1][Mg]Br.CON(C)[C:7](=[O:22])[C:8]1[CH:13]=[C:12]([C:14]#[C:15][C:16]2[CH:21]=[CH:20][CH:19]=[CH:18][CH:17]=2)[CH:11]=[N:10][CH:9]=1. (5) The reactants are [H-].[Al+3].[Li+].[H-].[H-].[H-].[C:7]1([C:13]2([C:37]3[CH:42]=[CH:41][CH:40]=[CH:39][CH:38]=3)[O:17][C:16]3[CH:18]=[CH:19][C:20]([C:22]([N:24]4[CH2:29][CH:28]=[C:27]([C:30]5[CH:35]=[CH:34][C:33]([F:36])=[CH:32][CH:31]=5)[CH2:26][CH2:25]4)=O)=[CH:21][C:15]=3[O:14]2)[CH:12]=[CH:11][CH:10]=[CH:9][CH:8]=1.O.C(=O)([O-])[O-].[K+].[K+]. The catalyst is C1COCC1. The product is [C:37]1([C:13]2([C:7]3[CH:8]=[CH:9][CH:10]=[CH:11][CH:12]=3)[O:17][C:16]3[CH:18]=[CH:19][C:20]([CH2:22][N:24]4[CH2:25][CH:26]=[C:27]([C:30]5[CH:31]=[CH:32][C:33]([F:36])=[CH:34][CH:35]=5)[CH2:28][CH2:29]4)=[CH:21][C:15]=3[O:14]2)[CH:38]=[CH:39][CH:40]=[CH:41][CH:42]=1. The yield is 0.850.